This data is from Reaction yield outcomes from USPTO patents with 853,638 reactions. The task is: Predict the reaction yield, written as a fraction of the theoretical maximum amount of product (1.0 means a 100% yield; for example, 0.34 means a 34% yield). The reactants are [NH:1]([C:8]1[O:9][C:10]2[CH:16]=[C:15]([CH2:17][C:18]([O:20]C)=[O:19])[CH:14]=[CH:13][C:11]=2[N:12]=1)[C:2]1[CH:7]=[CH:6][CH:5]=[CH:4][CH:3]=1.[OH-].[K+]. The catalyst is CO.O1CCOCC1.O.O. The product is [NH:1]([C:8]1[O:9][C:10]2[CH:16]=[C:15]([CH2:17][C:18]([OH:20])=[O:19])[CH:14]=[CH:13][C:11]=2[N:12]=1)[C:2]1[CH:3]=[CH:4][CH:5]=[CH:6][CH:7]=1. The yield is 0.950.